From a dataset of Reaction yield outcomes from USPTO patents with 853,638 reactions. Predict the reaction yield, written as a fraction of the theoretical maximum amount of product (1.0 means a 100% yield; for example, 0.34 means a 34% yield). (1) The reactants are C[O:2][C:3]1[CH:4]=[C:5]([C@H:9]2[C:18]3[C:13](=[CH:14][C:15]([O:19][CH2:20][CH2:21][CH2:22][N:23]4[CH2:28][CH2:27][CH2:26][CH2:25][CH2:24]4)=[CH:16][CH:17]=3)[C@@H:12]3[CH2:29][CH2:30][CH2:31][N:11]3[CH2:10]2)[CH:6]=[CH:7][CH:8]=1.B(Br)(Br)Br. The catalyst is C(Cl)Cl. The product is [N:23]1([CH2:22][CH2:21][CH2:20][O:19][C:15]2[CH:14]=[C:13]3[C:18]([C@H:9]([C:5]4[CH:4]=[C:3]([OH:2])[CH:8]=[CH:7][CH:6]=4)[CH2:10][N:11]4[CH2:31][CH2:30][CH2:29][C@H:12]43)=[CH:17][CH:16]=2)[CH2:28][CH2:27][CH2:26][CH2:25][CH2:24]1. The yield is 0.530. (2) The reactants are [NH2:1][C:2]1[CH:7]=[CH:6][C:5]([CH2:8][CH2:9][CH2:10][CH2:11][OH:12])=[CH:4][CH:3]=1.C(=O)(O)[O-].[Na+].[CH3:18][C:19]([O:22][C:23](O[C:23]([O:22][C:19]([CH3:21])([CH3:20])[CH3:18])=[O:24])=[O:24])([CH3:21])[CH3:20]. The catalyst is O1CCCC1.O. The product is [C:23]([C:4]1[CH:3]=[C:2]([NH2:1])[CH:7]=[CH:6][C:5]=1[CH2:8][CH2:9][CH2:10][CH2:11][OH:12])([O:22][C:19]([CH3:21])([CH3:20])[CH3:18])=[O:24]. The yield is 0.790.